Task: Predict the product of the given reaction.. Dataset: Forward reaction prediction with 1.9M reactions from USPTO patents (1976-2016) (1) Given the reactants [H-].[Al+3].[Li+].[H-].[H-].[H-].S(=O)(=O)(O)O.[Cl:12][C:13]1[CH:14]=[C:15]([CH2:19][CH2:20][C:21]([NH:23][C@H:24]2[CH2:29][CH2:28][C@H:27]([CH3:30])[CH2:26][CH2:25]2)=O)[CH:16]=[CH:17][CH:18]=1, predict the reaction product. The product is: [Cl:12][C:13]1[CH:14]=[C:15]([CH2:19][CH2:20][CH2:21][NH:23][C@H:24]2[CH2:25][CH2:26][C@H:27]([CH3:30])[CH2:28][CH2:29]2)[CH:16]=[CH:17][CH:18]=1. (2) Given the reactants FC(F)(F)C(O)=O.C([O:12][C:13](=[O:32])[CH2:14][N:15]1[CH2:19][CH2:18][CH2:17][C@H:16]1[C:20](=[O:31])[NH:21][C:22]1[O:26][N:25]=[C:24]([C:27]([CH3:30])([CH3:29])[CH3:28])[CH:23]=1)(C)(C)C, predict the reaction product. The product is: [C:27]([C:24]1[CH:23]=[C:22]([NH:21][C:20]([C@@H:16]2[CH2:17][CH2:18][CH2:19][N:15]2[CH2:14][C:13]([OH:32])=[O:12])=[O:31])[O:26][N:25]=1)([CH3:30])([CH3:28])[CH3:29]. (3) Given the reactants FC(F)(F)S(OS(C(F)(F)F)(=O)=O)(=O)=O.C(N(C(C)C)CC)(C)C.[CH2:25]([N:27]([CH2:38][CH3:39])[C:28](=[O:37])[C:29]1[CH:34]=[CH:33][CH:32]=[CH:31][C:30]=1[CH2:35]O)[CH3:26].C(OC([N:47]1[CH:51]=[C:50]([I:52])[N:49]=[CH:48]1)=O)(C)(C)C.C(=O)(O)[O-].[Na+], predict the reaction product. The product is: [CH2:25]([N:27]([CH2:38][CH3:39])[C:28](=[O:37])[C:29]1[CH:34]=[CH:33][CH:32]=[CH:31][C:30]=1[CH2:35][N:49]1[C:50]([I:52])=[CH:51][N:47]=[CH:48]1)[CH3:26]. (4) Given the reactants Br[C:2]12[CH2:11][CH:6]3[CH2:7][CH:8]([CH2:10][C:4]([CH3:12])([CH2:5]3)[CH2:3]1)[CH2:9]2.[CH:13]([OH:15])=[O:14], predict the reaction product. The product is: [CH3:12][C:4]12[CH2:10][CH:8]3[CH2:9][CH:2]([CH2:11][C:6]([C:13]([OH:15])=[O:14])([CH2:7]3)[CH2:5]1)[CH2:3]2. (5) Given the reactants F[C:2]1[CH:7]=[CH:6][CH:5]=[CH:4][C:3]=1[S:8]([NH:11][C:12]1[CH:21]=[CH:20][C:19]2[CH2:18][CH2:17][CH2:16][CH2:15][C:14]=2[C:13]=1[C:22]([O:24]C)=[O:23])(=[O:10])=[O:9].C(N(CC)CC)C.[CH2:33]([N:35]([CH2:40][CH3:41])[CH2:36][CH2:37][CH2:38][NH2:39])[CH3:34].Cl, predict the reaction product. The product is: [CH2:33]([N:35]([CH2:40][CH3:41])[CH2:36][CH2:37][CH2:38][NH:39][C:2]1[CH:7]=[CH:6][CH:5]=[CH:4][C:3]=1[S:8]([NH:11][C:12]1[CH:21]=[CH:20][C:19]2[CH2:18][CH2:17][CH2:16][CH2:15][C:14]=2[C:13]=1[C:22]([OH:24])=[O:23])(=[O:10])=[O:9])[CH3:34].